This data is from Reaction yield outcomes from USPTO patents with 853,638 reactions. The task is: Predict the reaction yield, written as a fraction of the theoretical maximum amount of product (1.0 means a 100% yield; for example, 0.34 means a 34% yield). The product is [CH:19]1([C:9]([N:3]2[CH2:4][CH2:5][C:6](=[O:8])[CH2:7][C@@H:2]2[CH3:1])=[O:11])[CH2:23][CH2:22][CH2:21][CH2:20]1. The yield is 0.710. The reactants are [CH3:1][C@H:2]1[CH2:7][C:6](=[O:8])[CH2:5][CH2:4][N:3]1[C:9]([O:11]CC1C=CC=CC=1)=O.[CH:19]1(C(Cl)=O)[CH2:23][CH2:22][CH2:21][CH2:20]1. The catalyst is CCO.[Pd].